This data is from Forward reaction prediction with 1.9M reactions from USPTO patents (1976-2016). The task is: Predict the product of the given reaction. (1) Given the reactants [CH2:1]([C@H:8]([NH:32][C:33](=[O:43])[O:34][C@@H:35]1[C@H:42]2[C@H:38]([O:39][CH2:40][CH2:41]2)[O:37][CH2:36]1)[C@H:9]([OH:31])[CH2:10][N:11]([CH2:23][C:24]([CH3:30])([CH3:29])[CH2:25][CH2:26][C:27]#[N:28])[S:12]([C:15]1[CH:20]=[CH:19][CH:18]=[C:17]([NH:21][CH3:22])[CH:16]=1)(=[O:14])=[O:13])[C:2]1[CH:7]=[CH:6][CH:5]=[CH:4][CH:3]=1, predict the reaction product. The product is: [NH2:28][CH2:27][CH2:26][CH2:25][C:24]([CH3:30])([CH3:29])[CH2:23][N:11]([S:12]([C:15]1[CH:20]=[CH:19][CH:18]=[C:17]([NH:21][CH3:22])[CH:16]=1)(=[O:14])=[O:13])[CH2:10][C@@H:9]([OH:31])[C@@H:8]([NH:32][C:33](=[O:43])[O:34][C@@H:35]1[C@H:42]2[C@H:38]([O:39][CH2:40][CH2:41]2)[O:37][CH2:36]1)[CH2:1][C:2]1[CH:7]=[CH:6][CH:5]=[CH:4][CH:3]=1. (2) Given the reactants C[O-].[Na+].CO[C:6]([C:8]1[N:9]=[CH:10][C:11]2[C:16]([C:17]=1[SH:18])=[CH:15][CH:14]=[C:13]([O:19][C:20]1[CH:25]=[CH:24][CH:23]=[CH:22][CH:21]=1)[CH:12]=2)=[O:7].[NH2:26][CH2:27][C:28]([OH:30])=[O:29].Cl, predict the reaction product. The product is: [SH:18][C:17]1[C:16]2[C:11](=[CH:12][C:13]([O:19][C:20]3[CH:21]=[CH:22][CH:23]=[CH:24][CH:25]=3)=[CH:14][CH:15]=2)[CH:10]=[N:9][C:8]=1[C:6]([NH:26][CH2:27][C:28]([OH:30])=[O:29])=[O:7]. (3) Given the reactants C(=O)([O-])[O-].[K+].[K+].[I-].[Na+].Br[CH2:10][CH:11]1[CH2:15][CH2:14][CH2:13][O:12]1.[O:16]=[S:17]1(=[O:34])[CH2:22][CH2:21][N:20]2[CH:23]=[CH:24][CH:25]=[C:26]([C:27]3[CH:32]=[CH:31][C:30]([OH:33])=[CH:29][CH:28]=3)[C:19]2=[N:18]1, predict the reaction product. The product is: [O:12]1[CH2:13][CH2:14][CH2:15][CH:11]1[CH2:10][O:33][C:30]1[CH:29]=[CH:28][C:27]([C:26]2[C:19]3=[N:18][S:17](=[O:34])(=[O:16])[CH2:22][CH2:21][N:20]3[CH:23]=[CH:24][CH:25]=2)=[CH:32][CH:31]=1. (4) Given the reactants Br[CH2:2][C:3]1[N:4]([S:13]([C:16]2[CH:21]=[CH:20][CH:19]=[CH:18][CH:17]=2)(=[O:15])=[O:14])[CH:5]=[CH:6][C:7]=1[C:8]([O:10][CH2:11][CH3:12])=[O:9].[S:22]([NH:32][CH2:33][C:34]([OH:36])=[O:35])([C:25]1[CH:31]=[CH:30][C:28]([CH3:29])=[CH:27][CH:26]=1)(=[O:24])=[O:23].[H-].[Na+].[C:39](=O)=O.[Cl-].[NH4+], predict the reaction product. The product is: [CH3:39][O:35][C:34](=[O:36])[CH2:33][N:32]([CH2:2][C:3]1[N:4]([S:13]([C:16]2[CH:21]=[CH:20][CH:19]=[CH:18][CH:17]=2)(=[O:15])=[O:14])[CH:5]=[CH:6][C:7]=1[C:8]([O:10][CH2:11][CH3:12])=[O:9])[S:22]([C:25]1[CH:26]=[CH:27][C:28]([CH3:29])=[CH:30][CH:31]=1)(=[O:23])=[O:24]. (5) Given the reactants [Br:1]N1C(=O)CCC1=O.[N:9]1[CH:14]=[CH:13][CH:12]=[C:11]([N:15]2[CH2:20][CH2:19][N:18]([C:21]([O:23][C:24]([CH3:27])([CH3:26])[CH3:25])=[O:22])[CH2:17][CH2:16]2)[CH:10]=1.[OH-].[Na+].C(OCC)(=O)C, predict the reaction product. The product is: [Br:1][C:14]1[N:9]=[CH:10][C:11]([N:15]2[CH2:20][CH2:19][N:18]([C:21]([O:23][C:24]([CH3:27])([CH3:26])[CH3:25])=[O:22])[CH2:17][CH2:16]2)=[CH:12][CH:13]=1.